From a dataset of Forward reaction prediction with 1.9M reactions from USPTO patents (1976-2016). Predict the product of the given reaction. (1) Given the reactants [NH:1]1[C:9]2[C:4](=[CH:5][CH:6]=[CH:7][CH:8]=2)[C:3](/[CH:10]=[C:11]2\[O:12][C:13]3[C:20](/[CH:21]=[CH:22]/[CH:23]4[CH2:28][CH2:27][N:26](C(OC(C)(C)C)=O)[CH2:25][CH2:24]4)=[C:19]([O:36][CH3:37])[CH:18]=[CH:17][C:14]=3[C:15]\2=[O:16])=[N:2]1.Cl, predict the reaction product. The product is: [NH:1]1[C:9]2[C:4](=[CH:5][CH:6]=[CH:7][CH:8]=2)[C:3](/[CH:10]=[C:11]2\[O:12][C:13]3[C:20](/[CH:21]=[CH:22]/[CH:23]4[CH2:24][CH2:25][NH:26][CH2:27][CH2:28]4)=[C:19]([O:36][CH3:37])[CH:18]=[CH:17][C:14]=3[C:15]\2=[O:16])=[N:2]1. (2) Given the reactants [F:1][C:2]1[CH:10]=[C:9]2[C:5]([C:6]([C:11]3[CH:12]=[C:13]4[C:17](=[CH:18][CH:19]=3)[N:16]([CH2:20][CH2:21][C:22]([OH:24])=O)[N:15]=[CH:14]4)=[CH:7][NH:8]2)=[CH:4][CH:3]=1.[NH2:25][CH2:26][CH2:27][OH:28].CN(C(ON1N=NC2C=CC=NC1=2)=[N+](C)C)C.F[P-](F)(F)(F)(F)F.CCN(C(C)C)C(C)C, predict the reaction product. The product is: [F:1][C:2]1[CH:10]=[C:9]2[C:5]([C:6]([C:11]3[CH:12]=[C:13]4[C:17](=[CH:18][CH:19]=3)[N:16]([CH2:20][CH2:21][C:22]([NH:25][CH2:26][CH2:27][OH:28])=[O:24])[N:15]=[CH:14]4)=[CH:7][NH:8]2)=[CH:4][CH:3]=1. (3) Given the reactants C([O:4][CH2:5][C:6]1[N:7]([CH2:15][C:16]2[S:17][C:18]([C:21]([F:24])([F:23])[F:22])=[CH:19][CH:20]=2)[C:8](=[O:14])[N:9]=[C:10](SC)[N:11]=1)(=O)C.[F:25][C:26]1[CH:31]=[CH:30][C:29]([N:32]2[CH2:37][CH2:36][NH:35][CH2:34][CH2:33]2)=[CH:28][CH:27]=1, predict the reaction product. The product is: [F:25][C:26]1[CH:27]=[CH:28][C:29]([N:32]2[CH2:37][CH2:36][N:35]([C:10]3[N:11]=[C:6]([CH2:5][OH:4])[N:7]([CH2:15][C:16]4[S:17][C:18]([C:21]([F:22])([F:23])[F:24])=[CH:19][CH:20]=4)[C:8](=[O:14])[N:9]=3)[CH2:34][CH2:33]2)=[CH:30][CH:31]=1. (4) Given the reactants N(C(OC(C)C)=O)=NC(OC(C)C)=O.[OH:15][CH:16]1[CH2:21][CH2:20][N:19]([C:22]([O:24][C:25]([CH3:28])([CH3:27])[CH3:26])=[O:23])[CH2:18][CH2:17]1.[F:29][C:30]1[CH:35]=[C:34]([F:36])[CH:33]=[CH:32][C:31]=1O.C1(P(C2C=CC=CC=2)C2C=CC=CC=2)C=CC=CC=1, predict the reaction product. The product is: [F:29][C:30]1[CH:35]=[C:34]([F:36])[CH:33]=[CH:32][C:31]=1[O:15][CH:16]1[CH2:17][CH2:18][N:19]([C:22]([O:24][C:25]([CH3:28])([CH3:27])[CH3:26])=[O:23])[CH2:20][CH2:21]1. (5) Given the reactants [Cl:1][C:2]1[CH:3]=[CH:4][C:5]2[CH2:11][S:10](=[O:13])(=[O:12])[NH:9][N:8]=[C:7]([C:14]3[CH:19]=[CH:18][C:17]([F:20])=[CH:16][CH:15]=3)[C:6]=2[CH:21]=1.[CH2:22](I)[CH2:23][CH3:24], predict the reaction product. The product is: [Cl:1][C:2]1[CH:3]=[CH:4][C:5]2[CH2:11][S:10](=[O:12])(=[O:13])[N:9]([CH2:22][CH2:23][CH3:24])[N:8]=[C:7]([C:14]3[CH:19]=[CH:18][C:17]([F:20])=[CH:16][CH:15]=3)[C:6]=2[CH:21]=1. (6) Given the reactants O=[C:2]1[NH:7][C:6]([C:8]2[CH:13]=[CH:12][CH:11]=[CH:10][CH:9]=2)=[N:5][C:4]([C:14]2[CH:19]=[CH:18][C:17]([O:20][C:21]3[CH:26]=[CH:25][CH:24]=[CH:23][CH:22]=3)=[CH:16][CH:15]=2)=[C:3]1[C:27]#[N:28].P(Cl)(Cl)([Cl:31])=O, predict the reaction product. The product is: [Cl:31][C:2]1[C:3]([C:27]#[N:28])=[C:4]([C:14]2[CH:19]=[CH:18][C:17]([O:20][C:21]3[CH:26]=[CH:25][CH:24]=[CH:23][CH:22]=3)=[CH:16][CH:15]=2)[N:5]=[C:6]([C:8]2[CH:13]=[CH:12][CH:11]=[CH:10][CH:9]=2)[N:7]=1. (7) Given the reactants [CH2:1]([O:3][C:4]([C:6]1[C:7](OS(C(F)(F)F)(=O)=O)=[N:8][C:9]2[C:14]([C:15]=1[CH2:16][C:17]1[CH:22]=[CH:21][CH:20]=[CH:19][C:18]=1[Cl:23])=[CH:13][C:12]([Cl:24])=[CH:11][CH:10]=2)=[O:5])[CH3:2].[NH:33]1[CH2:38][CH2:37][CH2:36][CH2:35][CH2:34]1, predict the reaction product. The product is: [CH2:1]([O:3][C:4]([C:6]1[C:7]([N:33]2[CH2:38][CH2:37][CH2:36][CH2:35][CH2:34]2)=[N:8][C:9]2[C:14]([C:15]=1[CH2:16][C:17]1[CH:22]=[CH:21][CH:20]=[CH:19][C:18]=1[Cl:23])=[CH:13][C:12]([Cl:24])=[CH:11][CH:10]=2)=[O:5])[CH3:2].